Dataset: Choline transporter screen with 302,306 compounds. Task: Binary Classification. Given a drug SMILES string, predict its activity (active/inactive) in a high-throughput screening assay against a specified biological target. (1) The drug is Fc1c(NC(=O)Nc2c(C(=O)NCCN3CCNC3=O)cccc2)ccc(F)c1. The result is 0 (inactive). (2) The molecule is O=C1N(C2CCCCC2)CC(C1)C(=O)NCCc1ccccc1. The result is 0 (inactive). (3) The compound is S(=O)(=O)(Nc1cc(ccc1)C(=O)C)c1ccc(N\C=C\C(=O)c2cc(OC)ccc2)cc1. The result is 0 (inactive). (4) The compound is Clc1cc(NC(=S)N(C2CCN(CC2)C(C)C)CCOC)ccc1OC. The result is 0 (inactive). (5) The compound is Clc1c(N2C(=O)C3C(C(N4C3C=C(C=C4)C(=O)c3ccccc3)C(=O)c3ccc(Cl)cc3)C2=O)cccc1. The result is 0 (inactive).